Dataset: Catalyst prediction with 721,799 reactions and 888 catalyst types from USPTO. Task: Predict which catalyst facilitates the given reaction. Reactant: [CH3:1][N:2]1[CH2:6][CH2:5][CH2:4][CH2:3]1.[Br:7][CH2:8][CH2:9][O:10][CH2:11][CH2:12][O:13][CH3:14]. Product: [Br-:7].[CH3:14][O:13][CH2:12][CH2:11][O:10][CH2:9][CH2:8][N+:2]1([CH3:1])[CH2:6][CH2:5][CH2:4][CH2:3]1. The catalyst class is: 21.